Dataset: Reaction yield outcomes from USPTO patents with 853,638 reactions. Task: Predict the reaction yield, written as a fraction of the theoretical maximum amount of product (1.0 means a 100% yield; for example, 0.34 means a 34% yield). The reactants are [CH3:1][N:2]([CH3:26])[CH:3]=[N:4][S:5]([C:8]1[CH:13]=[CH:12][C:11]([C:14](=O)[CH:15]([CH3:24])[C:16]([N:18]2[CH2:23][CH2:22][O:21][CH2:20][CH2:19]2)=[S:17])=[CH:10][CH:9]=1)(=[O:7])=[O:6].C(=O)([O-])[O-].[K+].[K+].I[CH2:34][C:35]([O:37][CH2:38][CH3:39])=[O:36]. The catalyst is CC(C)=O. The product is [CH2:38]([O:37][C:35]([C:34]1[S:17][C:16]([N:18]2[CH2:23][CH2:22][O:21][CH2:20][CH2:19]2)=[C:15]([CH3:24])[C:14]=1[C:11]1[CH:12]=[CH:13][C:8]([S:5](=[O:7])(=[O:6])[N:4]=[CH:3][N:2]([CH3:26])[CH3:1])=[CH:9][CH:10]=1)=[O:36])[CH3:39]. The yield is 0.430.